From a dataset of Catalyst prediction with 721,799 reactions and 888 catalyst types from USPTO. Predict which catalyst facilitates the given reaction. (1) Reactant: [OH:1][C:2]1[CH:7]=[CH:6][CH:5]=[CH:4][C:3]=1[CH2:8][C:9]([O:11][CH2:12][C:13]1[CH:18]=[CH:17][C:16]([O:19][CH3:20])=[CH:15][CH:14]=1)=[O:10].C1CCC(N=C=NC2CCCCC2)CC1.CN(C1C=CC=CN=1)C.[C:45]([NH:55][C@H:56]([C:60](O)=[O:61])[CH:57]([CH3:59])[CH3:58])([O:47][CH2:48][C:49]1[CH:54]=[CH:53][CH:52]=[CH:51][CH:50]=1)=[O:46]. Product: [C:45]([NH:55][C@H:56]([C:60]([O:1][C:2]1[CH:7]=[CH:6][CH:5]=[CH:4][C:3]=1[CH2:8][C:9]([O:11][CH2:12][C:13]1[CH:14]=[CH:15][C:16]([O:19][CH3:20])=[CH:17][CH:18]=1)=[O:10])=[O:61])[CH:57]([CH3:59])[CH3:58])([O:47][CH2:48][C:49]1[CH:54]=[CH:53][CH:52]=[CH:51][CH:50]=1)=[O:46]. The catalyst class is: 4. (2) Reactant: Cl[C:2]1[CH:7]=[C:6]([O:8][CH2:9][C:10]#[C:11][CH3:12])[N:5]=[CH:4][N:3]=1.C(=O)([O-])[O-].[K+].[K+].[Cl:19][C:20]1[CH:25]=[CH:24][C:23]([F:26])=[CH:22][C:21]=1[OH:27].[Cl-].[NH4+]. Product: [CH2:9]([O:8][C:6]1[CH:7]=[C:2]([O:27][C:21]2[CH:22]=[C:23]([F:26])[CH:24]=[CH:25][C:20]=2[Cl:19])[N:3]=[CH:4][N:5]=1)[C:10]#[C:11][CH3:12]. The catalyst class is: 9. (3) Reactant: [F:1][C:2]1[CH:3]=[C:4]([CH:22]=[CH:23][CH:24]=1)[CH2:5][N:6]1[CH:11]=[CH:10][C:9]([O:12][CH2:13][C:14]2[CH:19]=[CH:18][CH:17]=[C:16]([F:20])[CH:15]=2)=[CH:8][C:7]1=[O:21].[Br:25]Br. Product: [Br:25][C:8]1[C:7](=[O:21])[N:6]([CH2:5][C:4]2[CH:22]=[CH:23][CH:24]=[C:2]([F:1])[CH:3]=2)[CH:11]=[CH:10][C:9]=1[O:12][CH2:13][C:14]1[CH:19]=[CH:18][CH:17]=[C:16]([F:20])[CH:15]=1. The catalyst class is: 52.